Dataset: Full USPTO retrosynthesis dataset with 1.9M reactions from patents (1976-2016). Task: Predict the reactants needed to synthesize the given product. The reactants are: [F:1][C:2]1[CH:7]=[C:6]([N+:8]([O-:10])=[O:9])[C:5](F)=[CH:4][C:3]=1[F:12].CCN(C(C)C)C(C)C.[CH:22]1([C:25]2[NH:29][N:28]=[C:27]([NH2:30])[CH:26]=2)[CH2:24][CH2:23]1. Given the product [CH:22]1([C:25]2[NH:29][N:28]=[C:27]([NH:30][C:5]3[CH:4]=[C:3]([F:12])[C:2]([F:1])=[CH:7][C:6]=3[N+:8]([O-:10])=[O:9])[CH:26]=2)[CH2:24][CH2:23]1, predict the reactants needed to synthesize it.